Dataset: M1 muscarinic receptor agonist screen with 61,833 compounds. Task: Binary Classification. Given a drug SMILES string, predict its activity (active/inactive) in a high-throughput screening assay against a specified biological target. (1) The molecule is S1(=O)(=O)N=C(Nc2c1cccc2)CCCC(=O)N1CCN(CC1)c1c(OC)cccc1. The result is 1 (active). (2) The compound is s1c(N(C(=O)C2OCCC2)C)nnc1c1ncccc1. The result is 0 (inactive). (3) The drug is S1Cc2c(n(nc2C1)C(C)(C)C)NC(=O)Cc1sccc1. The result is 0 (inactive). (4) The compound is s1c(CNc2ncnc3n(ncc23)c2ccccc2)ccc1. The result is 0 (inactive). (5) The molecule is O=C(NC1CCCC1)C1(N(C)C(=O)c2cc3OCOc3cc2)CCCCC1. The result is 0 (inactive). (6) The molecule is S(=O)(=O)(N1CCOCC1)c1cc(S(=O)(=O)NCCC=2CCCCC2)ccc1. The result is 0 (inactive).